This data is from Reaction yield outcomes from USPTO patents with 853,638 reactions. The task is: Predict the reaction yield, written as a fraction of the theoretical maximum amount of product (1.0 means a 100% yield; for example, 0.34 means a 34% yield). The reactants are [Si](C=[N+]=[N-])(C)(C)[CH3:2].[CH:8]1[C:13]([C:14]2[CH:15]=[CH:16][C:17]([F:21])=[CH:18][C:19]=2[F:20])=[CH:12][C:11]([C:22]([OH:24])=[O:23])=[C:10]([OH:25])[CH:9]=1. The catalyst is CO. The product is [CH3:2][O:23][C:22]([C:11]1[CH:12]=[C:13]([C:14]2[CH:15]=[CH:16][C:17]([F:21])=[CH:18][C:19]=2[F:20])[CH:8]=[CH:9][C:10]=1[OH:25])=[O:24]. The yield is 0.710.